Dataset: Forward reaction prediction with 1.9M reactions from USPTO patents (1976-2016). Task: Predict the product of the given reaction. (1) Given the reactants C([N:8]1[CH2:12][C@H:11]([CH2:13][C:14]2[CH:19]=[CH:18][CH:17]=[CH:16][CH:15]=2)[C@@H:10]([CH2:20][N:21]([C:31]2[CH:36]=[CH:35][CH:34]=[CH:33][CH:32]=2)[C:22](=[O:30])[CH2:23][C:24]2[CH:29]=[CH:28][CH:27]=[CH:26][CH:25]=2)[CH2:9]1)C1C=CC=CC=1, predict the reaction product. The product is: [CH2:13]([C@H:11]1[CH2:12][NH:8][CH2:9][C@@H:10]1[CH2:20][N:21]([C:31]1[CH:32]=[CH:33][CH:34]=[CH:35][CH:36]=1)[C:22](=[O:30])[CH2:23][C:24]1[CH:25]=[CH:26][CH:27]=[CH:28][CH:29]=1)[C:14]1[CH:19]=[CH:18][CH:17]=[CH:16][CH:15]=1. (2) Given the reactants [CH2:1]([OH:23])[C@H:2]1[O:7][C@H:6]([O:8][C@:9]2([CH2:18][OH:19])[O:13][C@H:12]([CH2:14][OH:15])[C@@H:11]([OH:16])[C@@H:10]2[OH:17])[C@H:5]([OH:20])[C@@H:4]([OH:21])[C@@H:3]1[OH:22].[CH3:24]C(C)=O, predict the reaction product. The product is: [CH2:1]([OH:23])[C@H:2]1[O:7][C@H:6]([O:8][C@:9]2([CH2:18][OH:19])[O:13][C@H:12]([CH2:14][OH:15])[C@@H:11]([OH:16])[C@@H:10]2[OH:17])[C@H:5]([OH:20])[C@@H:4]([OH:21])[C@@H:3]1[OH:22].[C:6]([O:8][C:9]([CH3:10])([CH3:18])[CH3:24])(=[O:7])[CH2:5][C:4]([CH3:3])=[O:21]. (3) The product is: [C:1]1([C:7]#[C:8][C:9]2[CH2:20][C:21]3([CH2:26][CH2:25][N:24]([C:27]([O:29][C:30]([CH3:31])([CH3:33])[CH3:32])=[O:28])[CH2:23][CH2:22]3)[O:11][N:10]=2)[CH:6]=[CH:5][CH:4]=[CH:3][CH:2]=1. Given the reactants [C:1]1([C:7]#[C:8][CH:9]=[N:10][OH:11])[CH:6]=[CH:5][CH:4]=[CH:3][CH:2]=1.ClN1C(=O)CCC1=O.[CH2:20]=[C:21]1[CH2:26][CH2:25][N:24]([C:27]([O:29][C:30]([CH3:33])([CH3:32])[CH3:31])=[O:28])[CH2:23][CH2:22]1, predict the reaction product. (4) Given the reactants [C:1]([O:5][C:6]([N:8]1[CH2:12][C@H:11]([OH:13])[CH2:10][C@H:9]1[C:14]([OH:16])=[O:15])=[O:7])([CH3:4])([CH3:3])[CH3:2].Cl[C:18]1[C:27]2[C:22](=[CH:23][CH:24]=[CH:25][CH:26]=2)[C:21]([O:28][CH3:29])=[CH:20][N:19]=1.CC([O-])(C)C.[K+], predict the reaction product. The product is: [C:1]([O:5][C:6]([N:8]1[CH2:12][C@H:11]([O:13][C:18]2[C:27]3[C:22](=[CH:23][CH:24]=[CH:25][CH:26]=3)[C:21]([O:28][CH3:29])=[CH:20][N:19]=2)[CH2:10][C@H:9]1[C:14]([OH:16])=[O:15])=[O:7])([CH3:4])([CH3:2])[CH3:3]. (5) The product is: [F:1][C:2]1[CH:3]=[C:4]2[C:8](=[CH:9][CH:10]=1)[NH:7][CH:6]=[C:5]2[CH2:11][CH2:12][CH2:13][NH:14][CH2:15][CH2:24][CH2:23][C@@H:18]1[CH2:19][C:20]2[C:21](=[CH:22][CH:29]=[CH:28][C:27]=2[O:30][CH3:35])[O:33][CH2:31]1. Given the reactants [F:1][C:2]1[CH:3]=[C:4]2[C:8](=[CH:9][CH:10]=1)[NH:7][CH:6]=[C:5]2[CH2:11][CH2:12][CH2:13][NH:14][C@@H:15]1[CH2:24][C:23]2[C:18](=[CH:19][CH:20]=[CH:21][C:22]=2OC)OC1.[CH:27](=[O:30])[CH2:28][CH3:29].[C:31](O)(=[O:33])C.[C:35]([BH3-])#N.[Na+], predict the reaction product.